Dataset: Reaction yield outcomes from USPTO patents with 853,638 reactions. Task: Predict the reaction yield, written as a fraction of the theoretical maximum amount of product (1.0 means a 100% yield; for example, 0.34 means a 34% yield). (1) The reactants are [C:1]1([CH2:7][CH2:8][C:9]([N:11]2[CH2:16][CH2:15][C:14](=O)[CH2:13][CH2:12]2)=[O:10])[CH:6]=[CH:5][CH:4]=[CH:3][CH:2]=1.C([O-])(=O)C.[NH4+].C([BH3-])#[N:24].[Na+]. The product is [C:1]1([CH2:7][CH2:8][C:9]([N:11]2[CH2:16][CH2:15][CH:14]([NH2:24])[CH2:13][CH2:12]2)=[O:10])[CH:6]=[CH:5][CH:4]=[CH:3][CH:2]=1. The yield is 0.470. The catalyst is CO. (2) The reactants are Cl.[OH:2][C:3]1[CH:12]=[C:11]2[C:6]([CH2:7][C@@H:8]([C:13]([O:15][CH3:16])=[O:14])[NH:9][CH2:10]2)=[CH:5][CH:4]=1.[C:17]([Si:21](Cl)([CH3:23])[CH3:22])([CH3:20])([CH3:19])[CH3:18]. No catalyst specified. The product is [Si:21]([O:2][C:3]1[CH:12]=[C:11]2[C:6]([CH2:7][C@@H:8]([C:13]([O:15][CH3:16])=[O:14])[NH:9][CH2:10]2)=[CH:5][CH:4]=1)([C:17]([CH3:20])([CH3:19])[CH3:18])([CH3:23])[CH3:22]. The yield is 0.870. (3) The reactants are [F:1][C:2]1[CH:3]=[C:4]([NH:21][C:22]([C:24]2[C:25](=[O:39])[N:26]([C:33]3[CH:38]=[CH:37][CH:36]=[CH:35][CH:34]=3)[N:27]([CH2:30][CH2:31]O)[C:28]=2[CH3:29])=[O:23])[CH:5]=[CH:6][C:7]=1[O:8][C:9]1[C:18]2[C:13](=[CH:14][C:15]([O:19][CH3:20])=[CH:16][CH:17]=2)[N:12]=[CH:11][CH:10]=1.[C:40]1(=[O:50])[NH:44][C:43](=[O:45])[C:42]2=[CH:46][CH:47]=[CH:48][CH:49]=[C:41]12.C1(P(C2C=CC=CC=2)C2C=CC=CC=2)C=CC=CC=1.N(C(OCC)=O)=NC(OCC)=O. The catalyst is C(Cl)Cl. The product is [O:45]=[C:43]1[C:42]2[C:41](=[CH:49][CH:48]=[CH:47][CH:46]=2)[C:40](=[O:50])[N:44]1[CH2:31][CH2:30][N:27]1[C:28]([CH3:29])=[C:24]([C:22]([NH:21][C:4]2[CH:5]=[CH:6][C:7]([O:8][C:9]3[C:18]4[C:13](=[CH:14][C:15]([O:19][CH3:20])=[CH:16][CH:17]=4)[N:12]=[CH:11][CH:10]=3)=[C:2]([F:1])[CH:3]=2)=[O:23])[C:25](=[O:39])[N:26]1[C:33]1[CH:34]=[CH:35][CH:36]=[CH:37][CH:38]=1. The yield is 0.880. (4) The reactants are [NH2:1][CH2:2][C:3]1[CH:15]=[C:14]2[C:6]([C:7]3[C:8]([C:19]4[CH:24]=[CH:23][CH:22]=[C:21]([N:25]5[CH2:33][C:32]6[C:27](=[CH:28][CH:29]=[CH:30][CH:31]=6)[C:26]5=[O:34])[C:20]=4[CH3:35])=[CH:9][CH:10]=[C:11]([C:16]([NH2:18])=[O:17])[C:12]=3[NH:13]2)=[CH:5][CH:4]=1.[CH3:36][S:37](Cl)(=[O:39])=[O:38]. The catalyst is C1COCC1. The product is [CH3:35][C:20]1[C:21]([N:25]2[CH2:33][C:32]3[C:27](=[CH:28][CH:29]=[CH:30][CH:31]=3)[C:26]2=[O:34])=[CH:22][CH:23]=[CH:24][C:19]=1[C:8]1[C:7]2[C:6]3[C:14](=[CH:15][C:3]([CH2:2][NH:1][S:37]([CH3:36])(=[O:39])=[O:38])=[CH:4][CH:5]=3)[NH:13][C:12]=2[C:11]([C:16]([NH2:18])=[O:17])=[CH:10][CH:9]=1. The yield is 0.180. (5) The reactants are [F:1][CH2:2][CH2:3][N:4]1[C:13]2[C:8](=[CH:9][CH:10]=[C:11](/[CH:14]=[CH:15]/[C:16]3[S:17][CH:18]=[C:19]([CH:21]([CH3:23])[CH3:22])[N:20]=3)[CH:12]=2)[C:7](=[O:24])[C:6]([C:25]([OH:27])=O)=[CH:5]1.C([N:30](CC)CC)C.ClC(OCC)=O.N. The catalyst is CN(C)C=O.C(OCC)(=O)C. The product is [F:1][CH2:2][CH2:3][N:4]1[C:13]2[C:8](=[CH:9][CH:10]=[C:11](/[CH:14]=[CH:15]/[C:16]3[S:17][CH:18]=[C:19]([CH:21]([CH3:23])[CH3:22])[N:20]=3)[CH:12]=2)[C:7](=[O:24])[C:6]([C:25]([NH2:30])=[O:27])=[CH:5]1. The yield is 0.940. (6) The reactants are [Cl:1][C:2]1[CH:16]=[CH:15][C:5]([O:6][C:7]2[CH:14]=[CH:13][CH:12]=[CH:11][C:8]=2[C:9]#[N:10])=[CH:4][CH:3]=1.[H-].[H-].[H-].[H-].[Li+].[Al+3]. The catalyst is C1COCC1. The product is [Cl:1][C:2]1[CH:16]=[CH:15][C:5]([O:6][C:7]2[CH:14]=[CH:13][CH:12]=[CH:11][C:8]=2[CH2:9][NH2:10])=[CH:4][CH:3]=1. The yield is 1.00. (7) The reactants are C([Cl:4])(=O)C.C(OC([N:12]1[CH2:36][CH2:35][C:15]2([CH2:18][N:17]([C@H:19]3[C:27]4[C:22](=[CH:23][C:24]([C:28]5[CH:33]=[C:32]([CH3:34])[N:31]=[CH:30][N:29]=5)=[CH:25][CH:26]=4)[CH2:21][CH2:20]3)[CH2:16]2)[CH2:14][CH2:13]1)=O)(C)(C)C. The catalyst is CO. The product is [ClH:4].[ClH:4].[CH3:34][C:32]1[N:31]=[CH:30][N:29]=[C:28]([C:24]2[CH:23]=[C:22]3[C:27](=[CH:26][CH:25]=2)[CH:19]([N:17]2[CH2:18][C:15]4([CH2:35][CH2:36][NH:12][CH2:13][CH2:14]4)[CH2:16]2)[CH2:20][CH2:21]3)[CH:33]=1. The yield is 0.980.